This data is from Full USPTO retrosynthesis dataset with 1.9M reactions from patents (1976-2016). The task is: Predict the reactants needed to synthesize the given product. (1) Given the product [N:13](/[C:16](=[CH:11]\[CH:10]=[CH:9]\[C:4]1[CH:5]=[CH:6][CH:7]=[CH:8][C:3]=1[O:2][CH3:1])/[C:17]([O:19][CH3:20])=[O:18])=[N+:14]=[N-:15], predict the reactants needed to synthesize it. The reactants are: [CH3:1][O:2][C:3]1[CH:8]=[CH:7][CH:6]=[CH:5][C:4]=1/[CH:9]=[CH:10]/[CH:11]=O.[N:13]([CH2:16][C:17]([O:19][CH2:20]C)=[O:18])=[N+:14]=[N-:15].O. (2) Given the product [Br:1][C:2]1[CH:3]=[N:4][C:5]2[N:6]([N:8]=[C:9]([C:11]([N:26]3[CH2:25][CH2:24][N:23]4[C:19]([C:15]5[O:14][CH:18]=[CH:17][CH:16]=5)=[N:20][N:21]=[C:22]4[CH:27]3[CH3:28])=[O:13])[CH:10]=2)[CH:7]=1, predict the reactants needed to synthesize it. The reactants are: [Br:1][C:2]1[CH:3]=[N:4][C:5]2[N:6]([N:8]=[C:9]([C:11]([OH:13])=O)[CH:10]=2)[CH:7]=1.[O:14]1[CH:18]=[CH:17][CH:16]=[C:15]1[C:19]1[N:23]2[CH2:24][CH2:25][NH:26][CH:27]([CH3:28])[C:22]2=[N:21][N:20]=1. (3) Given the product [F:1][C:2]1[CH:7]=[CH:6][C:5]([O:8][CH3:9])=[CH:4][C:3]=1[C:10]1[C:11]([C:17]([NH:23][NH2:24])=[O:19])=[CH:12][C:13]([OH:16])=[CH:14][CH:15]=1, predict the reactants needed to synthesize it. The reactants are: [F:1][C:2]1[CH:7]=[CH:6][C:5]([O:8][CH3:9])=[CH:4][C:3]=1[C:10]1[C:11]([C:17]([O:19]CC)=O)=[CH:12][C:13]([OH:16])=[CH:14][CH:15]=1.O.[NH2:23][NH2:24]. (4) Given the product [OH:20][CH2:19][C:15]1[CH:14]=[C:13]([N:3]2[C:4]3[C:9](=[CH:8][CH:7]=[CH:6][CH:5]=3)[C:10]([CH:11]=[O:12])=[C:2]2[N:21]2[CH2:26][CH2:25][NH:24][CH2:23][CH2:22]2)[CH:18]=[CH:17][CH:16]=1, predict the reactants needed to synthesize it. The reactants are: Cl[C:2]1[N:3]([C:13]2[CH:18]=[CH:17][CH:16]=[C:15]([CH2:19][OH:20])[CH:14]=2)[C:4]2[C:9]([C:10]=1[CH:11]=[O:12])=[CH:8][CH:7]=[CH:6][CH:5]=2.[NH:21]1[CH2:26][CH2:25][NH:24][CH2:23][CH2:22]1.